This data is from Reaction yield outcomes from USPTO patents with 853,638 reactions. The task is: Predict the reaction yield, written as a fraction of the theoretical maximum amount of product (1.0 means a 100% yield; for example, 0.34 means a 34% yield). (1) The reactants are [N:1]([C@@H:4]([CH2:18][CH:19]1[CH2:24][CH2:23][NH:22][CH2:21][CH2:20]1)[C:5]([NH:7][C:8]1[CH:9]=[N:10][C:11]2[C:16]([CH:17]=1)=[CH:15][CH:14]=[CH:13][CH:12]=2)=[O:6])=[N+:2]=[N-:3].[CH3:25][C:26]([O:29][C:30](O[C:30]([O:29][C:26]([CH3:28])([CH3:27])[CH3:25])=[O:31])=[O:31])([CH3:28])[CH3:27]. The catalyst is C(Cl)Cl. The product is [N:1]([C@H:4]([C:5](=[O:6])[NH:7][C:8]1[CH:9]=[N:10][C:11]2[C:16]([CH:17]=1)=[CH:15][CH:14]=[CH:13][CH:12]=2)[CH2:18][CH:19]1[CH2:24][CH2:23][N:22]([C:30]([O:29][C:26]([CH3:28])([CH3:27])[CH3:25])=[O:31])[CH2:21][CH2:20]1)=[N+:2]=[N-:3]. The yield is 0.730. (2) The reactants are [N:1]1([CH2:6][CH2:7][O:8][C:9]2[CH:10]=[C:11]3[C:16](=[CH:17][C:18]=2[CH3:19])[C:15](=[O:20])[CH2:14][CH2:13][CH2:12]3)[CH:5]=[CH:4][N:3]=[CH:2]1.[S:21]1[CH:25]=[CH:24][CH:23]=[C:22]1[CH:26]=O. The catalyst is [OH-].[K+].CCO.O. The product is [N:1]1([CH2:6][CH2:7][O:8][C:9]2[CH:10]=[C:11]3[C:16](=[CH:17][C:18]=2[CH3:19])[C:15](=[O:20])/[C:14](=[CH:26]/[C:22]2[S:21][CH:25]=[CH:24][CH:23]=2)/[CH2:13][CH2:12]3)[CH:5]=[CH:4][N:3]=[CH:2]1. The yield is 0.613. (3) The reactants are Br[CH2:2][C:3]([C:5]1[C:6](=[O:16])[O:7][C:8]2[C:13]([CH:14]=1)=[CH:12][CH:11]=[CH:10][C:9]=2[Cl:15])=O.[NH2:17][C:18]([NH2:20])=[O:19]. The catalyst is CN1C(=O)CCC1. The product is [NH2:20][C:18]1[O:19][CH:2]=[C:3]([C:5]2[C:6](=[O:16])[O:7][C:8]3[C:13]([CH:14]=2)=[CH:12][CH:11]=[CH:10][C:9]=3[Cl:15])[N:17]=1. The yield is 0.570. (4) The yield is 0.860. The product is [C:7]1([N:6]2[C:5]3[CH:13]=[CH:14][C:2]([B:26]([OH:29])[OH:27])=[CH:3][C:4]=3[C:20]3[C:15]2=[CH:16][CH:17]=[CH:18][CH:19]=3)[CH:12]=[CH:11][CH:10]=[CH:9][CH:8]=1. The reactants are Br[C:2]1[CH:3]=[CH:4][C:5]2[N:6]([C:15]3[CH:20]=[CH:19][CH:18]=[CH:17][CH:16]=3)[C:7]3[C:12]([C:13]=2[CH:14]=1)=[CH:11][CH:10]=[CH:9][CH:8]=3.C([Li])CCC.[B:26](OC)([O:29]C)[O:27]C.Cl. The catalyst is CCCCCC.O1CCCC1. (5) The reactants are [CH3:1][N:2]1[C:10]2[C:5](=[N:6][C:7]([C@@H:17]([NH2:19])[CH3:18])=[C:8]([CH:11]3[CH2:16][CH2:15][O:14][CH2:13][CH2:12]3)[CH:9]=2)[CH:4]=[CH:3]1.[NH2:20][C:21]1[N:26]=[C:25](Cl)[C:24]([C:28]#[N:29])=[C:23]([CH3:30])[N:22]=1.CCN(CC)CC. The catalyst is CN(C=O)C. The product is [NH2:20][C:21]1[N:22]=[C:23]([CH3:30])[C:24]([C:28]#[N:29])=[C:25]([NH:19][C@H:17]([C:7]2[N:6]=[C:5]3[CH:4]=[CH:3][N:2]([CH3:1])[C:10]3=[CH:9][C:8]=2[CH:11]2[CH2:16][CH2:15][O:14][CH2:13][CH2:12]2)[CH3:18])[N:26]=1. The yield is 0.0660. (6) The reactants are O[C@H:2]1[CH2:12][C@@:11]2([CH3:14])[O:13][C@@:3]31[C@@H:15]1[C@@H:7]([N:8]([C:17]4[CH:24]=[CH:23][C:20]([C:21]#[N:22])=[C:19]([C:25]([F:28])([F:27])[F:26])[CH:18]=4)[C:9](=[O:16])[C@H:10]21)[O:6][CH2:5][CH2:4]3.Cl.[NH2:30][N:31]1[CH2:36][CH2:35][O:34][CH2:33][CH2:32]1. The catalyst is N1C=CC=CC=1.CCOC(C)=O. The product is [CH3:14][C@:11]12[O:13][C@:3]3([C@@H:15]4[C@@H:7]([N:8]([C:17]5[CH:24]=[CH:23][C:20]([C:21]#[N:22])=[C:19]([C:25]([F:26])([F:28])[F:27])[CH:18]=5)[C:9](=[O:16])[C@H:10]14)[O:6][CH2:5][CH2:4]3)/[C:2](=[N:30]/[N:31]1[CH2:36][CH2:35][O:34][CH2:33][CH2:32]1)/[CH2:12]2. The yield is 0.580.